Dataset: Catalyst prediction with 721,799 reactions and 888 catalyst types from USPTO. Task: Predict which catalyst facilitates the given reaction. Reactant: [C:1]([O:5][C:6](=[O:18])[NH:7][C@H:8]([C@H:11]([O:14][CH2:15][O:16][CH3:17])[CH:12]=[CH2:13])[CH2:9][OH:10])([CH3:4])([CH3:3])[CH3:2].[CH2:19]=[CH:20][CH2:21][CH2:22][CH2:23][CH2:24][CH2:25][CH2:26][CH2:27][CH2:28][CH2:29][CH2:30][CH2:31]CC. Product: [C:1]([O:5][C:6](=[O:18])[NH:7][C@H:8]([C@H:11]([O:14][CH2:15][O:16][CH3:17])/[CH:12]=[CH:13]/[CH2:31][CH2:30][CH2:29][CH2:28][CH2:27][CH2:26][CH2:25][CH2:24][CH2:23][CH2:22][CH2:21][CH2:20][CH3:19])[CH2:9][OH:10])([CH3:4])([CH3:2])[CH3:3]. The catalyst class is: 2.